Task: Predict the reactants needed to synthesize the given product.. Dataset: Full USPTO retrosynthesis dataset with 1.9M reactions from patents (1976-2016) (1) Given the product [Cl:1][C:2]1[C:9]([F:10])=[CH:8][CH:7]=[C:6]([F:11])[C:3]=1[CH2:4][NH:5][C:13]([NH2:12])=[O:14], predict the reactants needed to synthesize it. The reactants are: [Cl:1][C:2]1[C:9]([F:10])=[CH:8][CH:7]=[C:6]([F:11])[C:3]=1[CH2:4][NH2:5].[NH2:12][C:13](N)=[O:14].Cl. (2) Given the product [CH2:3]([CH:5]1[CH2:14][CH2:13][C:12]2[C:7](=[CH:8][CH:9]=[C:10]([NH:15][S:30]([CH3:29])(=[O:32])=[O:31])[CH:11]=2)[O:6]1)[CH3:4], predict the reactants needed to synthesize it. The reactants are: [NH4+].[Cl-].[CH2:3]([CH:5]1[CH2:14][CH2:13][C:12]2[C:7](=[CH:8][CH:9]=[C:10]([NH2:15])[CH:11]=2)[O:6]1)[CH3:4].C(C1CCC2C(=C(N)C=CC=2)O1)C.[CH3:29][S:30](Cl)(=[O:32])=[O:31]. (3) Given the product [CH3:22][N:23]1[CH2:27][CH2:26][N:25]=[C:24]1[NH:28][C:13]([CH:10]1[CH2:9][CH2:8][N:7]([C:3]2[CH:2]=[C:1]([C:16]3[CH:17]=[CH:18][CH:19]=[CH:20][CH:21]=3)[CH:6]=[CH:5][CH:4]=2)[CH2:12][CH2:11]1)=[O:15], predict the reactants needed to synthesize it. The reactants are: [C:1]1([C:16]2[CH:21]=[CH:20][CH:19]=[CH:18][CH:17]=2)[CH:6]=[CH:5][CH:4]=[C:3]([N:7]2[CH2:12][CH2:11][CH:10]([C:13]([OH:15])=O)[CH2:9][CH2:8]2)[CH:2]=1.[CH3:22][N:23]1[CH2:27][CH2:26][N:25]=[C:24]1[NH2:28]. (4) Given the product [C:23]([N:22]([C:26]1[CH:31]=[CH:30][C:29]([Cl:32])=[CH:28][CH:27]=1)[C@H:15]1[C:16]2[C:21](=[CH:20][CH:19]=[CH:18][CH:17]=2)[N:12]([C:10]([C:9]2[CH:8]=[CH:7][C:6]([O:5][CH2:4][CH2:3][CH2:2][NH:1][C:39]([C@@H:38]3[CH2:42][CH2:43][CH2:44][N:37]3[CH3:36])=[O:40])=[CH:35][CH:34]=2)=[O:11])[CH:13]([CH3:33])[CH2:14]1)(=[O:25])[CH3:24], predict the reactants needed to synthesize it. The reactants are: [NH2:1][CH2:2][CH2:3][CH2:4][O:5][C:6]1[CH:35]=[CH:34][C:9]([C:10]([N:12]2[C:21]3[C:16](=[CH:17][CH:18]=[CH:19][CH:20]=3)[C@H:15]([N:22]([C:26]3[CH:31]=[CH:30][C:29]([Cl:32])=[CH:28][CH:27]=3)[C:23](=[O:25])[CH3:24])[CH2:14][C@@H:13]2[CH3:33])=[O:11])=[CH:8][CH:7]=1.[CH3:36][N:37]1[CH2:44][CH2:43][CH2:42][C@H:38]1[C:39](O)=[O:40].C(Cl)CCl.